Regression. Given a peptide amino acid sequence and an MHC pseudo amino acid sequence, predict their binding affinity value. This is MHC class II binding data. From a dataset of Peptide-MHC class II binding affinity with 134,281 pairs from IEDB. (1) The peptide sequence is LELQIVDKIDAAFKI. The binding affinity (normalized) is 0.851. The MHC is DRB1_0701 with pseudo-sequence DRB1_0701. (2) The peptide sequence is AGATAGTTVYGAFAA. The MHC is HLA-DQA10501-DQB10301 with pseudo-sequence HLA-DQA10501-DQB10301. The binding affinity (normalized) is 0.623.